This data is from NCI-60 drug combinations with 297,098 pairs across 59 cell lines. The task is: Regression. Given two drug SMILES strings and cell line genomic features, predict the synergy score measuring deviation from expected non-interaction effect. Drug 1: CC(CN1CC(=O)NC(=O)C1)N2CC(=O)NC(=O)C2. Drug 2: C(CC(=O)O)C(=O)CN.Cl. Cell line: NCI-H522. Synergy scores: CSS=23.1, Synergy_ZIP=-4.42, Synergy_Bliss=3.42, Synergy_Loewe=-0.399, Synergy_HSA=4.45.